This data is from Peptide-MHC class I binding affinity with 185,985 pairs from IEDB/IMGT. The task is: Regression. Given a peptide amino acid sequence and an MHC pseudo amino acid sequence, predict their binding affinity value. This is MHC class I binding data. (1) The peptide sequence is GMDPRMCSL. The MHC is HLA-A02:19 with pseudo-sequence HLA-A02:19. The binding affinity (normalized) is 0.413. (2) The peptide sequence is ETESVNSNY. The MHC is HLA-A30:01 with pseudo-sequence HLA-A30:01. The binding affinity (normalized) is 0.0847. (3) The peptide sequence is EEAPAAVSF. The MHC is HLA-B15:01 with pseudo-sequence HLA-B15:01. The binding affinity (normalized) is 0.213. (4) The binding affinity (normalized) is 0.494. The MHC is HLA-A02:02 with pseudo-sequence HLA-A02:02. The peptide sequence is KLCPVQLWV. (5) The peptide sequence is FVKENERVNV. The MHC is HLA-A02:06 with pseudo-sequence HLA-A02:06. The binding affinity (normalized) is 0.397. (6) The peptide sequence is WLGDVWQEK. The MHC is HLA-A02:01 with pseudo-sequence HLA-A02:01. The binding affinity (normalized) is 0.0847. (7) The peptide sequence is HPVGEADYF. The MHC is HLA-B44:03 with pseudo-sequence HLA-B44:03. The binding affinity (normalized) is 0. (8) The peptide sequence is GRLQSLQTY. The MHC is HLA-B15:01 with pseudo-sequence HLA-B15:01. The binding affinity (normalized) is 0.0847. (9) The peptide sequence is ARQGNDLEI. The MHC is H-2-Kb with pseudo-sequence H-2-Kb. The binding affinity (normalized) is 0.0922.